From a dataset of Catalyst prediction with 721,799 reactions and 888 catalyst types from USPTO. Predict which catalyst facilitates the given reaction. (1) Reactant: [Br:1][C:2]1[CH:3]=[C:4]([CH:8]=[CH:9][C:10]=1[OH:11])[C:5]([OH:7])=[O:6].[C:12](Cl)(=[O:14])[CH3:13]. Product: [C:12]([O:11][C:10]1[CH:9]=[CH:8][C:4]([C:5]([OH:7])=[O:6])=[CH:3][C:2]=1[Br:1])(=[O:14])[CH3:13]. The catalyst class is: 272. (2) The catalyst class is: 272. Reactant: [Cl-].[Mg+2].[Cl-].[C:4]([O:10][C:11]([CH3:14])([CH3:13])[CH3:12])(=[O:9])[CH2:5][C:6]([CH3:8])=[O:7].[CH2:15]([C:17]1[CH:22]=[CH:21][C:20]([CH2:23][C:24](Cl)=[O:25])=[CH:19][CH:18]=1)[CH3:16].C(O)(=O)CC(CC(O)=O)(C(O)=O)O. Product: [C:11]([O:10][C:4](=[O:9])[CH:5]([C:6](=[O:7])[CH3:8])[C:24](=[O:25])[CH2:23][C:20]1[CH:21]=[CH:22][C:17]([CH2:15][CH3:16])=[CH:18][CH:19]=1)([CH3:14])([CH3:12])[CH3:13]. (3) Reactant: [C:1]([NH:4][C:5]1[CH:10]=[C:9]([C:11]2[O:12][C:13]([C:19]3[CH:24]=[CH:23][CH:22]=[CH:21][C:20]=3[Cl:25])=[C:14]([C:16](O)=[O:17])[N:15]=2)[C:8]([CH3:26])=[CH:7][N:6]=1)(=[O:3])[CH3:2].C(Cl)(=O)C(Cl)=O.[CH3:33][O:34][CH:35]([O:38][CH3:39])[CH2:36][NH2:37]. Product: [C:1]([NH:4][C:5]1[CH:10]=[C:9]([C:11]2[O:12][C:13]([C:19]3[CH:24]=[CH:23][CH:22]=[CH:21][C:20]=3[Cl:25])=[C:14]([C:16]([NH:37][CH2:36][CH:35]([O:38][CH3:39])[O:34][CH3:33])=[O:17])[N:15]=2)[C:8]([CH3:26])=[CH:7][N:6]=1)(=[O:3])[CH3:2]. The catalyst class is: 59. (4) Reactant: [Cl:1][C:2]1[CH:7]=[CH:6][C:5]([C:8]2[CH:9]=[C:10]3[CH:25]([NH:26][C:27](=O)[CH2:28][C:29](=[O:31])[CH3:30])[CH2:24][C:23]([CH3:34])([CH3:33])[O:22][C:11]3=[N:12][C:13]=2[C:14]2[CH:19]=[CH:18][C:17]([Cl:20])=[CH:16][C:15]=2[Cl:21])=[CH:4][CH:3]=1.COC1C=CC(P2(SP(C3C=CC(OC)=CC=3)(=S)S2)=[S:44])=CC=1. The catalyst class is: 11. Product: [Cl:1][C:2]1[CH:7]=[CH:6][C:5]([C:8]2[CH:9]=[C:10]3[CH:25]([NH:26][C:27](=[S:44])[CH2:28][C:29](=[O:31])[CH3:30])[CH2:24][C:23]([CH3:34])([CH3:33])[O:22][C:11]3=[N:12][C:13]=2[C:14]2[CH:19]=[CH:18][C:17]([Cl:20])=[CH:16][C:15]=2[Cl:21])=[CH:4][CH:3]=1. (5) Reactant: [NH2:1][C:2]1[N:3]=[CH:4][C:5]([C:18]2[CH:46]=[CH:45][C:21]([CH2:22][NH:23][CH:24]3[CH2:29][CH2:28][N:27](C(OC(C)(C)C)=O)[C@@H:26]([C:37]([O:39][CH:40]4[CH2:44][CH2:43][CH2:42][CH2:41]4)=[O:38])[CH2:25]3)=[CH:20][CH:19]=2)=[N:6][C:7]=1[NH:8][CH2:9][C:10]1[C:15]([Cl:16])=[CH:14][CH:13]=[CH:12][C:11]=1[Cl:17].Cl. Product: [NH2:1][C:2]1[N:3]=[CH:4][C:5]([C:18]2[CH:19]=[CH:20][C:21]([CH2:22][NH:23][CH:24]3[CH2:29][CH2:28][NH:27][C@@H:26]([C:37]([O:39][CH:40]4[CH2:41][CH2:42][CH2:43][CH2:44]4)=[O:38])[CH2:25]3)=[CH:45][CH:46]=2)=[N:6][C:7]=1[NH:8][CH2:9][C:10]1[C:15]([Cl:16])=[CH:14][CH:13]=[CH:12][C:11]=1[Cl:17]. The catalyst class is: 343. (6) Reactant: Br[C:2]1[CH:3]=[CH:4][C:5]([O:29][CH3:30])=[C:6]([CH:28]=1)[C:7]([N:9]1[CH2:14][CH2:13][CH:12]([N:15]2[CH2:27][CH2:26][CH2:25][C:17]3([C:21](=[O:22])[O:20][C:19]([CH3:24])([CH3:23])[CH2:18]3)[CH2:16]2)[CH2:11][CH2:10]1)=[O:8].[O:31]1[CH:35]=[CH:34][C:33](B(O)O)=[CH:32]1.C(=O)([O-])[O-].[Na+].[Na+].C(OCC)(=O)C. Product: [O:31]1[CH:35]=[CH:34][C:33]([C:2]2[CH:3]=[CH:4][C:5]([O:29][CH3:30])=[C:6]([CH:28]=2)[C:7]([N:9]2[CH2:10][CH2:11][CH:12]([N:15]3[CH2:27][CH2:26][CH2:25][C:17]4([C:21](=[O:22])[O:20][C:19]([CH3:23])([CH3:24])[CH2:18]4)[CH2:16]3)[CH2:13][CH2:14]2)=[O:8])=[CH:32]1. The catalyst class is: 108. (7) Reactant: [F:1][C:2]([F:9])([F:8])[CH:3]1[CH2:7][CH2:6][NH:5][CH2:4]1.Cl.CCN(C(C)C)C(C)C.[F:20][C:21]([F:44])([F:43])[C@H:22]1[CH2:27][CH2:26][C@H:25]([NH:28][C:29](=[O:42])[C:30]2[CH:35]=[C:34]([N+:36]([O-:38])=[O:37])[C:33]([NH:39][CH3:40])=[CH:32][C:31]=2F)[CH2:24][CH2:23]1. Product: [F:20][C:21]([F:43])([F:44])[C@H:22]1[CH2:27][CH2:26][C@H:25]([NH:28][C:29](=[O:42])[C:30]2[CH:35]=[C:34]([N+:36]([O-:38])=[O:37])[C:33]([NH:39][CH3:40])=[CH:32][C:31]=2[N:5]2[CH2:6][CH2:7][CH:3]([C:2]([F:9])([F:8])[F:1])[CH2:4]2)[CH2:24][CH2:23]1. The catalyst class is: 578.